Dataset: Reaction yield outcomes from USPTO patents with 853,638 reactions. Task: Predict the reaction yield, written as a fraction of the theoretical maximum amount of product (1.0 means a 100% yield; for example, 0.34 means a 34% yield). (1) The reactants are Cl.Cl.[NH2:3][C:4]1[N:9]=[CH:8][N:7]=[C:6]2[N:10]([CH:16]([C:18]3[C:19]([O:31][CH3:32])=[C:20]([CH:27]4[CH2:30][NH:29][CH2:28]4)[C:21]([CH3:26])=[C:22]([CH:25]=3)[C:23]#[N:24])[CH3:17])[N:11]=[C:12]([CH:13]([F:15])[F:14])[C:5]=12.[Si]([O:40][CH2:41][CH:42]=O)(C(C)(C)C)(C)C.C(N(CC)CC)C.C(O[BH-](OC(=O)C)OC(=O)C)(=O)C.[Na+].[F-].C([N+](CCCC)(CCCC)CCCC)CCC.C1COCC1. The catalyst is C(Cl)Cl. The product is [NH2:3][C:4]1[N:9]=[CH:8][N:7]=[C:6]2[N:10]([CH:16]([C:18]3[C:19]([O:31][CH3:32])=[C:20]([CH:27]4[CH2:30][N:29]([CH2:42][CH2:41][OH:40])[CH2:28]4)[C:21]([CH3:26])=[C:22]([CH:25]=3)[C:23]#[N:24])[CH3:17])[N:11]=[C:12]([CH:13]([F:14])[F:15])[C:5]=12. The yield is 0.200. (2) The reactants are [Cl:1][C:2]1[C:3]([CH2:16][O:17][C:18]2[CH:27]=[C:26]3[C:21]([CH2:22][CH2:23][C:24]([CH3:29])([CH3:28])[O:25]3)=[CH:20][CH:19]=2)=[CH:4][C:5]([F:15])=[C:6]([CH:14]=1)[C:7]([O:9]C(C)(C)C)=[O:8].FC(F)(F)C(O)=O. The catalyst is C(Cl)Cl. The product is [Cl:1][C:2]1[C:3]([CH2:16][O:17][C:18]2[CH:27]=[C:26]3[C:21]([CH2:22][CH2:23][C:24]([CH3:29])([CH3:28])[O:25]3)=[CH:20][CH:19]=2)=[CH:4][C:5]([F:15])=[C:6]([CH:14]=1)[C:7]([OH:9])=[O:8]. The yield is 0.490.